This data is from Full USPTO retrosynthesis dataset with 1.9M reactions from patents (1976-2016). The task is: Predict the reactants needed to synthesize the given product. (1) Given the product [C:23]1([C:20]2[N:19]=[N:18][C:17]([NH:15][NH:16][C:12](=[O:14])[CH2:11][C:7]3[CH:6]=[C:5]4[C:10](=[CH:9][CH:8]=3)[N:1]=[CH:2][CH:3]=[CH:4]4)=[N:22][CH:21]=2)[CH:24]=[CH:25][CH:26]=[CH:27][CH:28]=1, predict the reactants needed to synthesize it. The reactants are: [N:1]1[C:10]2[C:5](=[CH:6][C:7]([CH2:11][C:12]([OH:14])=O)=[CH:8][CH:9]=2)[CH:4]=[CH:3][CH:2]=1.[NH:15]([C:17]1[N:18]=[N:19][C:20]([C:23]2[CH:28]=[CH:27][CH:26]=[CH:25][CH:24]=2)=[CH:21][N:22]=1)[NH2:16].Cl.C(N=C=NCCCN(C)C)C.ON1C2C=CC=CC=2N=N1.C(N(CC)C(C)C)(C)C. (2) Given the product [Cl:30][C:31]1[CH:32]=[C:33]([C:34]2[O:1][N:2]=[C:3]([C:4]3[C:14]4[O:13][CH2:12][CH2:11][N:10]([C:15]([O:17][C:18]([CH3:19])([CH3:21])[CH3:20])=[O:16])[CH2:9][C:8]=4[CH:7]=[CH:6][CH:5]=3)[N:22]=2)[CH:37]=[CH:38][C:39]=1[O:40][CH:41]([CH3:42])[CH3:43], predict the reactants needed to synthesize it. The reactants are: [OH:1][NH:2][C:3](=[NH:22])[C:4]1[C:14]2[O:13][CH2:12][CH2:11][N:10]([C:15]([O:17][C:18]([CH3:21])([CH3:20])[CH3:19])=[O:16])[CH2:9][C:8]=2[CH:7]=[CH:6][CH:5]=1.C(N(CC)CC)C.[Cl:30][C:31]1[CH:32]=[C:33]([CH:37]=[CH:38][C:39]=1[O:40][CH:41]([CH3:43])[CH3:42])[C:34](Cl)=O.O.